Predict the reactants needed to synthesize the given product. From a dataset of Full USPTO retrosynthesis dataset with 1.9M reactions from patents (1976-2016). (1) Given the product [OH:24][CH2:25][CH2:26][O:27][C:28]1[C:29]([CH3:61])=[C:30](/[CH:34]=[CH:35]/[S:36]([N:39]2[CH2:40][CH2:41][C:42]3([N:46]=[C:45]([C:47]4[CH:52]=[CH:51][CH:50]=[C:49]([O:53][C:54]([F:56])([F:57])[F:55])[CH:48]=4)[NH:44][C:43]3=[O:58])[CH2:59][CH2:60]2)(=[O:37])=[O:38])[CH:31]=[CH:32][CH:33]=1, predict the reactants needed to synthesize it. The reactants are: [F-].C([N+](CCCC)(CCCC)CCCC)CCC.C([Si](C)(C)[O:24][CH2:25][CH2:26][O:27][C:28]1[C:29]([CH3:61])=[C:30](/[CH:34]=[CH:35]/[S:36]([N:39]2[CH2:60][CH2:59][C:42]3([N:46]=[C:45]([C:47]4[CH:52]=[CH:51][CH:50]=[C:49]([O:53][C:54]([F:57])([F:56])[F:55])[CH:48]=4)[NH:44][C:43]3=[O:58])[CH2:41][CH2:40]2)(=[O:38])=[O:37])[CH:31]=[CH:32][CH:33]=1)(C)(C)C. (2) The reactants are: C[O:2][C:3](=[O:30])[CH2:4][C:5]1[CH:29]=[CH:28][C:8]([O:9][CH2:10][CH2:11][C@@H:12]2[CH2:14][C@@H:13]2[CH:15]2[CH2:20][CH2:19][N:18]([C:21]([O:23][C:24]3([CH3:27])[CH2:26][CH2:25]3)=[O:22])[CH2:17][CH2:16]2)=[CH:7][CH:6]=1.[OH-].[Li+].Cl. Given the product [CH3:27][C:24]1([O:23][C:21]([N:18]2[CH2:19][CH2:20][CH:15]([C@H:13]3[CH2:14][C@H:12]3[CH2:11][CH2:10][O:9][C:8]3[CH:28]=[CH:29][C:5]([CH2:4][C:3]([OH:30])=[O:2])=[CH:6][CH:7]=3)[CH2:16][CH2:17]2)=[O:22])[CH2:25][CH2:26]1, predict the reactants needed to synthesize it. (3) Given the product [CH3:12][S:13]([O:10][CH2:9][C:5]1[C:4]([F:11])=[CH:3][C:2]([Br:1])=[CH:7][C:6]=1[F:8])(=[O:15])=[O:14], predict the reactants needed to synthesize it. The reactants are: [Br:1][C:2]1[CH:7]=[C:6]([F:8])[C:5]([CH2:9][OH:10])=[C:4]([F:11])[CH:3]=1.[CH3:12][S:13](Cl)(=[O:15])=[O:14].